From a dataset of Reaction yield outcomes from USPTO patents with 853,638 reactions. Predict the reaction yield, written as a fraction of the theoretical maximum amount of product (1.0 means a 100% yield; for example, 0.34 means a 34% yield). (1) The reactants are [C:1]([C:3]1[N:4]=[C:5]([C:8]([NH:10][C:11]2[CH:16]=[CH:15][C:14]([C:17]3([C:23](O)=[O:24])[CH2:22][CH2:21][O:20][CH2:19][CH2:18]3)=[CH:13][C:12]=2[C:26]2[CH2:31][CH2:30][CH2:29][CH2:28][CH:27]=2)=[O:9])[NH:6][CH:7]=1)#[N:2].C(N(CC)CC)C.ClC(OCC)=O.[BH4-].[Na+].C(O)(=O)CC(CC(O)=O)(C(O)=O)O. The catalyst is C1COCC1.CCOC(C)=O. The product is [C:26]1([C:12]2[CH:13]=[C:14]([C:17]3([CH2:23][OH:24])[CH2:18][CH2:19][O:20][CH2:21][CH2:22]3)[CH:15]=[CH:16][C:11]=2[NH:10][C:8]([C:5]2[NH:6][CH:7]=[C:3]([C:1]#[N:2])[N:4]=2)=[O:9])[CH2:31][CH2:30][CH2:29][CH2:28][CH:27]=1. The yield is 0.700. (2) The reactants are [C:1]([C:4]1[CH:5]=[C:6]([CH:19]=[CH:20][CH:21]=1)[CH2:7][C:8]1[C:9](=[O:18])[NH:10][C:11]([CH2:15][CH2:16][CH3:17])=[N:12][C:13]=1[CH3:14])(=[O:3])[CH3:2].Br[CH2:23][C:24]1[CH:29]=[CH:28][C:27]([C:30]2[CH:35]=[CH:34][CH:33]=[CH:32][C:31]=2[C:36]2[N:40]=[C:39](C(Cl)(Cl)Cl)[O:38][N:37]=2)=[CH:26][CH:25]=1.C(=O)([O-])[O-:46].[K+].[K+]. The catalyst is C(#N)C.C(OCC)(=O)C. The product is [C:1]([C:4]1[CH:5]=[C:6]([CH:19]=[CH:20][CH:21]=1)[CH2:7][C:8]1[C:9](=[O:18])[N:10]([CH2:23][C:24]2[CH:29]=[CH:28][C:27]([C:30]3[CH:35]=[CH:34][CH:33]=[CH:32][C:31]=3[C:36]3[NH:40][C:39](=[O:46])[O:38][N:37]=3)=[CH:26][CH:25]=2)[C:11]([CH2:15][CH2:16][CH3:17])=[N:12][C:13]=1[CH3:14])(=[O:3])[CH3:2]. The yield is 0.210. (3) The reactants are [C:1]1([CH3:17])[CH:6]=[CH:5][C:4]([S:7]([CH2:10][C@H:11]2[NH:15][C:14](=[O:16])[CH2:13][CH2:12]2)(=[O:9])=[O:8])=[CH:3][CH:2]=1.[CH:18]([N-]C(C)C)(C)C.[Li+].CI. The catalyst is C1COCC1. The product is [C:1]1([CH3:17])[CH:2]=[CH:3][C:4]([S:7]([CH2:10][C@H:11]2[N:15]([CH3:18])[C:14](=[O:16])[CH2:13][CH2:12]2)(=[O:9])=[O:8])=[CH:5][CH:6]=1. The yield is 0.400. (4) The reactants are [CH:1]12[CH2:10][CH:5]3[CH2:6][CH:7]([CH2:9][CH:3]([CH2:4]3)[CH:2]1[NH:11][C:12]([C:14]1[CH:15]=[N:16][N:17]([C:20]([CH3:23])([CH3:22])[CH3:21])[C:18]=1Cl)=[O:13])[CH2:8]2.[NH:24]1[CH2:28][CH2:27][CH:26]([OH:29])[CH2:25]1. The catalyst is CN1CCCC1=O. The product is [CH:1]12[CH2:10][CH:5]3[CH2:6][CH:7]([CH2:9][CH:3]([CH2:4]3)[CH:2]1[NH:11][C:12]([C:14]1[CH:15]=[N:16][N:17]([C:20]([CH3:23])([CH3:22])[CH3:21])[C:18]=1[N:24]1[CH2:28][CH2:27][CH:26]([OH:29])[CH2:25]1)=[O:13])[CH2:8]2. The yield is 0.220.